From a dataset of Peptide-MHC class I binding affinity with 185,985 pairs from IEDB/IMGT. Regression. Given a peptide amino acid sequence and an MHC pseudo amino acid sequence, predict their binding affinity value. This is MHC class I binding data. (1) The binding affinity (normalized) is 0.0847. The MHC is HLA-B15:17 with pseudo-sequence HLA-B15:17. The peptide sequence is RGRGVAIHR. (2) The peptide sequence is KQGDVFYTA. The MHC is HLA-A03:01 with pseudo-sequence HLA-A03:01. The binding affinity (normalized) is 0.0847. (3) The peptide sequence is SVIGVQTTEI. The MHC is H-2-Kb with pseudo-sequence H-2-Kb. The binding affinity (normalized) is 0. (4) The peptide sequence is AMKADIQHV. The MHC is HLA-A02:01 with pseudo-sequence HLA-A02:01. The binding affinity (normalized) is 0.527. (5) The peptide sequence is VIVADDLTA. The MHC is H-2-Db with pseudo-sequence H-2-Db. The binding affinity (normalized) is 0. (6) The peptide sequence is LLGDSDSVA. The MHC is HLA-A68:02 with pseudo-sequence HLA-A68:02. The binding affinity (normalized) is 0. (7) The peptide sequence is ALEEGRKYV. The MHC is HLA-A02:03 with pseudo-sequence HLA-A02:03. The binding affinity (normalized) is 0.689. (8) The peptide sequence is YARNFLIPF. The MHC is HLA-B46:01 with pseudo-sequence HLA-B46:01. The binding affinity (normalized) is 0.689.